This data is from Forward reaction prediction with 1.9M reactions from USPTO patents (1976-2016). The task is: Predict the product of the given reaction. (1) Given the reactants [S:1]1[CH:5]=[CH:4][CH:3]=[C:2]1[CH2:6][CH2:7][S:8](Cl)(=[O:10])=[O:9].[NH3:12].Cl, predict the reaction product. The product is: [S:1]1[CH:5]=[CH:4][CH:3]=[C:2]1[CH2:6][CH2:7][S:8]([NH2:12])(=[O:10])=[O:9]. (2) Given the reactants C([O:4][C:5]([C@@H:7]1[C@@H:12]2[C@H:8]1[CH2:9][C@H:10]([F:23])[C@@:11]2([NH:16]C(OCC=C)=O)[C:13]([OH:15])=[O:14])=[O:6])C=C.[C:24](=[O:36])([O:29][CH:30]1[CH2:35][CH2:34][CH2:33][CH2:32][CH2:31]1)[O:25][CH:26](Cl)[CH3:27], predict the reaction product. The product is: [NH2:16][C@@:11]1([C:13]([O:15][CH:26]([O:25][C:24]([O:29][CH:30]2[CH2:35][CH2:34][CH2:33][CH2:32][CH2:31]2)=[O:36])[CH3:27])=[O:14])[C@@H:10]([F:23])[CH2:9][C@@H:8]2[C@H:12]1[C@H:7]2[C:5]([OH:4])=[O:6]. (3) Given the reactants O[C:2]1[CH:7]=[CH:6][N:5]2[N:8]=[CH:9][C:10]([C:11]#[N:12])=[C:4]2[N:3]=1.F[P-](F)(F)(F)(F)F.N1(O[P+](N(C)C)(N(C)C)N(C)C)C2C=CC=CC=2N=N1.[F:40][C:41]1[CH:46]=[CH:45][C:44]([F:47])=[CH:43][C:42]=1[C@H:48]1[CH2:52][CH2:51][CH2:50][NH:49]1.C(N(C(C)C)CC)(C)C, predict the reaction product. The product is: [F:40][C:41]1[CH:46]=[CH:45][C:44]([F:47])=[CH:43][C:42]=1[C@H:48]1[CH2:52][CH2:51][CH2:50][N:49]1[C:2]1[CH:7]=[CH:6][N:5]2[N:8]=[CH:9][C:10]([C:11]#[N:12])=[C:4]2[N:3]=1.